From a dataset of Catalyst prediction with 721,799 reactions and 888 catalyst types from USPTO. Predict which catalyst facilitates the given reaction. (1) Reactant: Br[C:2]1[CH:7]=[N:6][CH:5]=[C:4]2[S:8][C:9]([C:11]3[N:12]=[N:13][NH:14][N:15]=3)=[CH:10][C:3]=12.[C:16]1([C:22]2[CH:23]=[CH:24][C:25]([NH2:28])=[N:26][CH:27]=2)[CH:21]=[CH:20][CH:19]=[CH:18][CH:17]=1.C(=O)([O-])[O-].[Cs+].[Cs+].CC1(C)C2C(=C(P(C3C=CC=CC=3)C3C=CC=CC=3)C=CC=2)OC2C(P(C3C=CC=CC=3)C3C=CC=CC=3)=CC=CC1=2. Product: [C:16]1([C:22]2[CH:23]=[CH:24][C:25]([NH:28][C:2]3[CH:7]=[N:6][CH:5]=[C:4]4[S:8][C:9]([C:11]5[N:12]=[N:13][NH:14][N:15]=5)=[CH:10][C:3]=34)=[N:26][CH:27]=2)[CH:17]=[CH:18][CH:19]=[CH:20][CH:21]=1. The catalyst class is: 533. (2) Reactant: C[O:2][C:3]([C:5]1[CH:6]=[C:7]([CH:33]=[CH:34][CH:35]=1)[CH2:8][N:9]1[C:13](=[O:14])[C:12]2([CH2:19][CH2:18][N:17]([C:20]([O:22][C:23]([CH3:26])([CH3:25])[CH3:24])=[O:21])[CH2:16][CH2:15]2)[N:11]([C:27]2[CH:32]=[CH:31][CH:30]=[CH:29][CH:28]=2)[CH2:10]1)=[O:4].O.[OH-].[Li+]. Product: [C:23]([O:22][C:20]([N:17]1[CH2:18][CH2:19][C:12]2([N:11]([C:27]3[CH:32]=[CH:31][CH:30]=[CH:29][CH:28]=3)[CH2:10][N:9]([CH2:8][C:7]3[CH:6]=[C:5]([CH:35]=[CH:34][CH:33]=3)[C:3]([OH:4])=[O:2])[C:13]2=[O:14])[CH2:15][CH2:16]1)=[O:21])([CH3:26])([CH3:24])[CH3:25]. The catalyst class is: 24. (3) Reactant: [CH:1]1([C@@H:4]([C:11]2[CH:16]=[CH:15][CH:14]=[C:13]([O:17][CH2:18][C:19]3[CH:24]=[N:23][C:22]([C:25]4[C:30]([F:31])=[CH:29][N:28]=[C:27]([O:32][CH3:33])[CH:26]=4)=[C:21]([CH:34]=[C:35]([CH3:37])[CH3:36])[N:20]=3)[CH:12]=2)[CH2:5][C:6]([O:8]CC)=[O:7])[CH2:3][CH2:2]1.[Li+].[OH-].C1COCC1.O. Product: [CH:1]1([C@@H:4]([C:11]2[CH:16]=[CH:15][CH:14]=[C:13]([O:17][CH2:18][C:19]3[CH:24]=[N:23][C:22]([C:25]4[C:30]([F:31])=[CH:29][N:28]=[C:27]([O:32][CH3:33])[CH:26]=4)=[C:21]([CH:34]=[C:35]([CH3:37])[CH3:36])[N:20]=3)[CH:12]=2)[CH2:5][C:6]([OH:8])=[O:7])[CH2:2][CH2:3]1. The catalyst class is: 8. (4) Reactant: [Cl:1][C:2]1[C:41]([Cl:42])=[CH:40][CH:39]=[CH:38][C:3]=1[O:4][C:5]1[N:15]=[C:14]([NH:16][C:17]2[CH:22]=[CH:21][C:20]([N:23]3[CH2:28][CH2:27][N:26](C(OC(C)(C)C)=O)[CH2:25][CH2:24]3)=[CH:19][C:18]=2[O:36][CH3:37])[C:8]2[C:9](=[O:13])[NH:10][N:11]=[CH:12][C:7]=2[CH:6]=1.FC(F)(F)C(O)=O. Product: [Cl:1][C:2]1[C:41]([Cl:42])=[CH:40][CH:39]=[CH:38][C:3]=1[O:4][C:5]1[N:15]=[C:14]([NH:16][C:17]2[CH:22]=[CH:21][C:20]([N:23]3[CH2:28][CH2:27][NH:26][CH2:25][CH2:24]3)=[CH:19][C:18]=2[O:36][CH3:37])[C:8]2[C:9](=[O:13])[NH:10][N:11]=[CH:12][C:7]=2[CH:6]=1. The catalyst class is: 4. (5) Reactant: Cl.[CH2:2]([O:9][C:10](=[O:16])[C@H:11]1[CH2:15][CH2:14][CH2:13][NH:12]1)[C:3]1[CH:8]=[CH:7][CH:6]=[CH:5][CH:4]=1.C(N(CC)CC)C.[C:24](Cl)(=[O:27])[CH:25]=[CH2:26]. Product: [CH2:2]([O:9][C:10]([C@H:11]1[CH2:15][CH2:14][CH2:13][N:12]1[C:24](=[O:27])[CH:25]=[CH2:26])=[O:16])[C:3]1[CH:4]=[CH:5][CH:6]=[CH:7][CH:8]=1. The catalyst class is: 4. (6) Reactant: Cl[C:2]1[C:7]([CH:8]=[CH:9][C:10]([NH:12][CH2:13][C:14]2[CH:19]=[CH:18][C:17]([NH:20][S:21]([CH3:24])(=[O:23])=[O:22])=[C:16]([F:25])[CH:15]=2)=[O:11])=[CH:6][CH:5]=[C:4]([C:26]([F:29])([F:28])[F:27])[N:3]=1.CN(C=O)C.[NH:35]1[CH2:39][CH2:38][CH:37]([OH:40])[CH2:36]1. Product: [F:25][C:16]1[CH:15]=[C:14]([CH:19]=[CH:18][C:17]=1[NH:20][S:21]([CH3:24])(=[O:23])=[O:22])[CH2:13][NH:12][C:10](=[O:11])[CH:9]=[CH:8][C:7]1[C:2]([N:35]2[CH2:39][CH2:38][CH:37]([OH:40])[CH2:36]2)=[N:3][C:4]([C:26]([F:29])([F:28])[F:27])=[CH:5][CH:6]=1. The catalyst class is: 25. (7) Reactant: [CH3:1][C:2]1[N:3]([CH2:30][C:31]([O:33]CC)=[O:32])[C:4]2[CH2:5][C:6]([CH3:29])([CH3:28])[CH2:7][C:8](=[O:27])[C:9]=2[C:10]=1[CH2:11][C:12]1[CH:17]=[CH:16][CH:15]=[CH:14][C:13]=1[S:18]([C:21]1[CH:26]=[CH:25][CH:24]=[CH:23][CH:22]=1)(=[O:20])=[O:19].[OH-].[Na+]. Product: [CH3:1][C:2]1[N:3]([CH2:30][C:31]([OH:33])=[O:32])[C:4]2[CH2:5][C:6]([CH3:29])([CH3:28])[CH2:7][C:8](=[O:27])[C:9]=2[C:10]=1[CH2:11][C:12]1[CH:17]=[CH:16][CH:15]=[CH:14][C:13]=1[S:18]([C:21]1[CH:26]=[CH:25][CH:24]=[CH:23][CH:22]=1)(=[O:20])=[O:19]. The catalyst class is: 20.